From a dataset of hERG Central: cardiac toxicity at 1µM, 10µM, and general inhibition. Predict hERG channel inhibition at various concentrations. (1) The drug is COc1cc(/C=C/C(=O)c2ccc(Cl)s2)cc(OC)c1O. Results: hERG_inhib (hERG inhibition (general)): blocker. (2) The compound is Cc1csc(NC(=O)CSc2ccc(-c3ccccn3)nn2)n1. Results: hERG_inhib (hERG inhibition (general)): blocker. (3) The drug is CCOCCCn1c(SCC(=O)NCc2ccc3c(c2)OCO3)nc2ccccc2c1=O. Results: hERG_inhib (hERG inhibition (general)): blocker. (4) The molecule is CCCS(=O)(=O)N1CCN(Cc2ccc([N+](=O)[O-])cc2)CC1.O=C(O)C(=O)O. Results: hERG_inhib (hERG inhibition (general)): blocker. (5) The molecule is Cc1cc(Nc2ccc(N3CCOCC3)cc2)c2cccc(C)c2n1.Cl. Results: hERG_inhib (hERG inhibition (general)): blocker. (6) The drug is COc1ccc(-n2c(SCC3CNC(=O)O3)nnc2-c2ccc(Cl)cc2)cc1. Results: hERG_inhib (hERG inhibition (general)): blocker. (7) The compound is CCN(CC)c1ncnc2sc(C(=O)N3CCN(c4ccccc4)CC3)c(C)c12. Results: hERG_inhib (hERG inhibition (general)): blocker. (8) The drug is COc1ccc(C(=O)N/C(=C\c2cccc3ccccc23)C(=O)N2CCN(C)CC2)cc1OC. Results: hERG_inhib (hERG inhibition (general)): blocker. (9) The drug is CSc1ccc(NC(=O)NCCCN2CCN(c3ccccc3F)CC2)cc1. Results: hERG_inhib (hERG inhibition (general)): blocker. (10) The molecule is CCOc1cccc(CN2CCCC(N3CCc4ccccc4C3)C2)c1O. Results: hERG_inhib (hERG inhibition (general)): blocker.